Dataset: Forward reaction prediction with 1.9M reactions from USPTO patents (1976-2016). Task: Predict the product of the given reaction. Given the reactants [N+:1]([C:4]1[CH:11]=[CH:10][CH:9]=[CH:8][C:5]=1[CH:6]=O)([O-:3])=[O:2].[NH2:12][CH:13]1[CH2:18][CH2:17][N:16]([CH2:19][C:20]2[CH:25]=[CH:24][CH:23]=[CH:22][CH:21]=2)[CH2:15][CH2:14]1.[BH4-].[Na+].[Cl-].[NH4+], predict the reaction product. The product is: [CH2:19]([N:16]1[CH2:17][CH2:18][CH:13]([NH:12][CH2:6][C:5]2[CH:8]=[CH:9][CH:10]=[CH:11][C:4]=2[N+:1]([O-:3])=[O:2])[CH2:14][CH2:15]1)[C:20]1[CH:21]=[CH:22][CH:23]=[CH:24][CH:25]=1.